This data is from Full USPTO retrosynthesis dataset with 1.9M reactions from patents (1976-2016). The task is: Predict the reactants needed to synthesize the given product. (1) Given the product [NH2:17][C:18]1[N:26]=[CH:25][N:24]=[C:23]2[C:19]=1[N:20]([C:35]1[CH:40]=[CH:39][C:38]([Cl:41])=[CH:37][CH:36]=1)[C:21](=[O:34])[N:22]2[C:27]1[CH:28]=[C:29]([NH:33][C:7](=[O:8])/[CH:6]=[CH:5]/[CH2:4][N:3]([CH3:10])[CH3:2])[CH:30]=[CH:31][CH:32]=1, predict the reactants needed to synthesize it. The reactants are: Cl.[CH3:2][N:3]([CH3:10])[CH2:4]/[CH:5]=[CH:6]/[C:7](O)=[O:8].C(Cl)(C(Cl)=O)=O.[NH2:17][C:18]1[N:26]=[CH:25][N:24]=[C:23]2[C:19]=1[N:20]([C:35]1[CH:40]=[CH:39][C:38]([Cl:41])=[CH:37][CH:36]=1)[C:21](=[O:34])[N:22]2[C:27]1[CH:32]=[CH:31][CH:30]=[C:29]([NH2:33])[CH:28]=1. (2) Given the product [CH:1]1([CH2:7][C:8]2[C:16]3[C:11](=[CH:12][CH:13]=[C:14]([O:17][C:18]4[C:25]([C:26]([F:29])([F:28])[F:27])=[CH:24][C:21]([CH2:22][C:34]#[N:35])=[CH:20][C:19]=4[C:30]([F:33])([F:32])[F:31])[CH:15]=3)[NH:10][CH:9]=2)[CH2:6][CH2:5][CH2:4][CH2:3][CH2:2]1, predict the reactants needed to synthesize it. The reactants are: [CH:1]1([CH2:7][C:8]2[C:16]3[C:11](=[CH:12][CH:13]=[C:14]([O:17][C:18]4[C:25]([C:26]([F:29])([F:28])[F:27])=[CH:24][C:21]([CH2:22]Br)=[CH:20][C:19]=4[C:30]([F:33])([F:32])[F:31])[CH:15]=3)[NH:10][CH:9]=2)[CH2:6][CH2:5][CH2:4][CH2:3][CH2:2]1.[C-:34]#[N:35].[Na+].C1(C)C=CC=CC=1. (3) Given the product [CH2:10]([O:14][C:15]1[CH:20]=[C:19]([C:2]2[CH:8]=[CH:7][C:5]([NH2:6])=[CH:4][C:3]=2[F:9])[CH:18]=[CH:17][CH:16]=1)[CH2:11][CH2:12][CH3:13], predict the reactants needed to synthesize it. The reactants are: Br[C:2]1[CH:8]=[CH:7][C:5]([NH2:6])=[CH:4][C:3]=1[F:9].[CH2:10]([O:14][C:15]1[CH:16]=[C:17](B(O)O)[CH:18]=[CH:19][CH:20]=1)[CH2:11][CH2:12][CH3:13].